From a dataset of Full USPTO retrosynthesis dataset with 1.9M reactions from patents (1976-2016). Predict the reactants needed to synthesize the given product. (1) Given the product [CH:36]([NH:37][C:3](=[O:23])[C:4]1[CH:9]=[CH:8][C:7]([O:10][CH2:11][C:12]2[C:13]([N:18]3[CH2:19][CH2:20][CH2:21][CH2:22]3)=[N:14][O:15][C:16]=2[CH3:17])=[N:6][CH:5]=1)([CH3:41])[CH3:35], predict the reactants needed to synthesize it. The reactants are: CO[C:3](=[O:23])[C:4]1[CH:9]=[CH:8][C:7]([O:10][CH2:11][C:12]2[C:13]([N:18]3[CH2:22][CH2:21][CH2:20][CH2:19]3)=[N:14][O:15][C:16]=2[CH3:17])=[N:6][CH:5]=1.COC(=O)C1C=CC(OC[C:35]2[C:36]([CH2:41]CC(F)(F)F)=[N:37]OC=2C)=NC=1. (2) The reactants are: C[O:2][C:3]1[C:8]2[NH:9][CH:10]=[C:11]([C:12]3[CH:17]=[CH:16][CH:15]=[CH:14][C:13]=3[CH3:18])[C:7]=2[C:6]([C:19]#[N:20])=[CH:5][N:4]=1.Br[C:22]1[CH:23]=[C:24]([C:27]([NH2:29])=[O:28])[S:25][CH:26]=1.C(=O)([O-])[O-].[K+].[K+].CN1CCCC1=O. Given the product [C:19]([C:6]1[C:7]2[C:11]([C:12]3[CH:17]=[CH:16][CH:15]=[CH:14][C:13]=3[CH3:18])=[CH:10][N:9]([C:22]3[CH:23]=[C:24]([C:27]([NH2:29])=[O:28])[S:25][CH:26]=3)[C:8]=2[C:3](=[O:2])[NH:4][CH:5]=1)#[N:20], predict the reactants needed to synthesize it. (3) The reactants are: [CH3:1][C:2]1[CH:7]=[CH:6][C:5]([C:8]2[CH2:13][CH2:12][CH2:11][CH2:10][C:9]=2[C:14]([OH:16])=O)=[CH:4][CH:3]=1.[N:17]1([CH2:22][CH2:23][O:24][C:25]2[CH:30]=[CH:29][C:28]([NH2:31])=[CH:27][CH:26]=2)[CH:21]=[CH:20][CH:19]=[N:18]1.O.ON1C2C=CC=CC=2N=N1.CN(C)CCCN=C=NCC. Given the product [CH3:1][C:2]1[CH:3]=[CH:4][C:5]([C:8]2[CH2:13][CH2:12][CH2:11][CH2:10][C:9]=2[C:14]([NH:31][C:28]2[CH:29]=[CH:30][C:25]([O:24][CH2:23][CH2:22][N:17]3[CH:21]=[CH:20][CH:19]=[N:18]3)=[CH:26][CH:27]=2)=[O:16])=[CH:6][CH:7]=1, predict the reactants needed to synthesize it. (4) Given the product [CH3:1][O:2][C:3](=[O:31])[CH:4]([O:26][C:27]([CH3:30])([CH3:29])[CH3:28])[C:5]1[C:10]([CH3:11])=[CH:9][C:8]([C:38]2[CH:43]=[CH:42][CH:41]=[CH:40][CH:39]=2)=[C:7]([CH:13]2[CH2:15][CH2:14]2)[C:6]=1[C:16]1[CH:17]=[C:18]2[C:23](=[CH:24][CH:25]=1)[O:22][CH2:21][CH2:20][CH2:19]2, predict the reactants needed to synthesize it. The reactants are: [CH3:1][O:2][C:3](=[O:31])[CH:4]([O:26][C:27]([CH3:30])([CH3:29])[CH3:28])[C:5]1[C:10]([CH3:11])=[CH:9][C:8](I)=[C:7]([CH:13]2[CH2:15][CH2:14]2)[C:6]=1[C:16]1[CH:17]=[C:18]2[C:23](=[CH:24][CH:25]=1)[O:22][CH2:21][CH2:20][CH2:19]2.C(=O)([O-])[O-].[K+].[K+].[C:38]1(B2OC(C)(C)C(C)(C)O2)[CH:43]=[CH:42][CH:41]=[CH:40][CH:39]=1. (5) The reactants are: C(OC([N:8]1[CH2:12][C@H:11]([CH2:13][NH:14][C:15]2[CH:20]=[CH:19][C:18]([Cl:21])=[CH:17][CH:16]=2)[C@@H:10]([CH2:22][C:23]2[CH:28]=[CH:27][CH:26]=[CH:25][CH:24]=2)[CH2:9]1)=O)(C)(C)C.[CH2:29](Br)[C:30]1[CH:35]=[CH:34][CH:33]=[CH:32][CH:31]=1.CC#N. Given the product [CH2:29]([N:14]([CH2:13][C@@H:11]1[C@@H:10]([CH2:22][C:23]2[CH:28]=[CH:27][CH:26]=[CH:25][CH:24]=2)[CH2:9][NH:8][CH2:12]1)[C:15]1[CH:20]=[CH:19][C:18]([Cl:21])=[CH:17][CH:16]=1)[C:30]1[CH:35]=[CH:34][CH:33]=[CH:32][CH:31]=1, predict the reactants needed to synthesize it. (6) Given the product [Cl:1][C:2]1[C:6]([N:7]([CH2:8][CH3:9])[C:27](=[O:29])[CH2:26][N:17]([CH3:16])[C:18](=[O:25])[C:19]2[CH:20]=[CH:21][CH:22]=[CH:23][CH:24]=2)=[CH:5][N:4]([C:10]2[CH:11]=[N:12][CH:13]=[CH:14][CH:15]=2)[N:3]=1, predict the reactants needed to synthesize it. The reactants are: [Cl:1][C:2]1[C:6]([NH:7][CH2:8][CH3:9])=[CH:5][N:4]([C:10]2[CH:11]=[N:12][CH:13]=[CH:14][CH:15]=2)[N:3]=1.[CH3:16][N:17]([CH2:26][C:27]([OH:29])=O)[C:18](=[O:25])[C:19]1[CH:24]=[CH:23][CH:22]=[CH:21][CH:20]=1.C1CCC(N=C=NC2CCCCC2)CC1. (7) Given the product [Cl:10][C:11]1[CH:12]=[C:13]([CH2:18][OH:19])[CH:14]=[N:15][C:16]=1[I:17], predict the reactants needed to synthesize it. The reactants are: CC(C[AlH]CC(C)C)C.[Cl:10][C:11]1[CH:12]=[C:13]([C:18](OCC)=[O:19])[CH:14]=[N:15][C:16]=1[I:17].C(=O)=O.C(C(C(C([O-])=O)O)O)([O-])=O. (8) Given the product [C:1]([O:5][C:6]([N:8]1[CH2:14][CH2:13][C:12]2[C:15]([C:35]#[C:34][CH2:33][C:27]3[CH:32]=[CH:31][CH:30]=[CH:29][CH:28]=3)=[CH:16][CH:17]=[CH:18][C:11]=2[CH2:10][CH2:9]1)=[O:7])([CH3:4])([CH3:3])[CH3:2], predict the reactants needed to synthesize it. The reactants are: [C:1]([O:5][C:6]([N:8]1[CH2:14][CH2:13][C:12]2[C:15](OS(C(F)(F)F)(=O)=O)=[CH:16][CH:17]=[CH:18][C:11]=2[CH2:10][CH2:9]1)=[O:7])([CH3:4])([CH3:3])[CH3:2].[C:27]1([CH2:33][C:34]#[CH:35])[CH:32]=[CH:31][CH:30]=[CH:29][CH:28]=1. (9) The reactants are: [NH2:1][CH2:2][CH:3]1[C:12]2[C:7](=[CH:8][C:9]([O:13][CH2:14][CH2:15][CH2:16][CH2:17][N:18]3[CH2:23][CH2:22][N:21]([C:24]4[CH:29]=[CH:28][CH:27]=[C:26]([Cl:30])[C:25]=4[Cl:31])[CH2:20][CH2:19]3)=[CH:10][CH:11]=2)[NH:6][C:5](=[O:32])[CH2:4]1.[C:33]1(=[O:39])[O:38][C:36](=[O:37])[CH2:35][CH2:34]1. Given the product [Cl:31][C:25]1[C:26]([Cl:30])=[CH:27][CH:28]=[CH:29][C:24]=1[N:21]1[CH2:20][CH2:19][N:18]([CH2:17][CH2:16][CH2:15][CH2:14][O:13][C:9]2[CH:8]=[C:7]3[C:12]([CH:3]([CH2:2][NH:1][C:33](=[O:39])[CH2:34][CH2:35][C:36]([OH:38])=[O:37])[CH2:4][C:5](=[O:32])[NH:6]3)=[CH:11][CH:10]=2)[CH2:23][CH2:22]1, predict the reactants needed to synthesize it.